Task: Predict which catalyst facilitates the given reaction.. Dataset: Catalyst prediction with 721,799 reactions and 888 catalyst types from USPTO Reactant: CC(OC(/N=N/C(OC(C)C)=O)=O)C.[Cl:15][C:16]1[CH:17]=[C:18]([CH2:28][OH:29])[CH:19]=[C:20]([C:22]#[C:23][Si:24]([CH3:27])([CH3:26])[CH3:25])[CH:21]=1.O[C:31]1[CH:36]=[CH:35][CH:34]=[CH:33][C:32]=1[CH2:37][C:38]([O:40][C:41]([CH3:44])([CH3:43])[CH3:42])=[O:39].C1C=CC(P(C2C=CC=CC=2)C2C=CC=CC=2)=CC=1.[NH4+].[Cl-]. Product: [Cl:15][C:16]1[CH:17]=[C:18]([CH:19]=[C:20]([C:22]#[C:23][Si:24]([CH3:25])([CH3:27])[CH3:26])[CH:21]=1)[CH2:28][O:29][C:31]1[CH:36]=[CH:35][CH:34]=[CH:33][C:32]=1[CH2:37][C:38]([O:40][C:41]([CH3:44])([CH3:43])[CH3:42])=[O:39]. The catalyst class is: 1.